This data is from Full USPTO retrosynthesis dataset with 1.9M reactions from patents (1976-2016). The task is: Predict the reactants needed to synthesize the given product. (1) Given the product [F:1][C:2]([F:33])([F:32])[C:3]1[CH:4]=[C:5]([C@H:13]2[O:17][C:16](=[O:18])[N:15]([CH2:19][C:20]3[C:25]([Br:26])=[CH:24][N:23]=[C:22]([N:38]4[CH2:39][C:36]([F:40])([F:35])[CH2:37]4)[N:21]=3)[C@H:14]2[CH3:31])[CH:6]=[C:7]([C:9]([F:12])([F:11])[F:10])[CH:8]=1, predict the reactants needed to synthesize it. The reactants are: [F:1][C:2]([F:33])([F:32])[C:3]1[CH:4]=[C:5]([C@H:13]2[O:17][C:16](=[O:18])[N:15]([CH2:19][C:20]3[C:25]([Br:26])=[CH:24][N:23]=[C:22](S(C)(=O)=O)[N:21]=3)[C@H:14]2[CH3:31])[CH:6]=[C:7]([C:9]([F:12])([F:11])[F:10])[CH:8]=1.Cl.[F:35][C:36]1([F:40])[CH2:39][NH:38][CH2:37]1.C(N(CC)CC)C. (2) Given the product [F:32][C:25]1[CH:24]=[C:23]([C:20]2[CH:21]=[CH:22][C:16]3[O:15][C:14]([CH:11]4[CH2:12][CH2:13][NH:8][CH2:9][CH2:10]4)=[N:18][C:17]=3[CH:19]=2)[CH:31]=[CH:30][C:26]=1[C:27]([NH2:29])=[O:28], predict the reactants needed to synthesize it. The reactants are: C([N:8]1[CH2:13][CH2:12][CH:11]([C:14]2[O:15][C:16]3[CH:22]=[CH:21][C:20]([C:23]4[CH:31]=[CH:30][C:26]([C:27]([NH2:29])=[O:28])=[C:25]([F:32])[CH:24]=4)=[CH:19][C:17]=3[N:18]=2)[CH2:10][CH2:9]1)C1C=CC=CC=1. (3) Given the product [C:1]([C:3]1[CH:4]=[C:5]([C:13]2[O:17][N:16]=[C:15]([C:18]3[CH:26]=[CH:25][CH:24]=[C:23]4[C:19]=3[CH:20]=[N:21][N:22]4[CH2:27][C:28]([CH3:35])([CH3:34])[C:29]([OH:31])=[O:30])[N:14]=2)[CH:6]=[CH:7][C:8]=1[O:9][CH:10]([CH3:12])[CH3:11])#[N:2], predict the reactants needed to synthesize it. The reactants are: [C:1]([C:3]1[CH:4]=[C:5]([C:13]2[O:17][N:16]=[C:15]([C:18]3[CH:26]=[CH:25][CH:24]=[C:23]4[C:19]=3[CH:20]=[N:21][N:22]4[CH2:27][C:28]([CH3:35])([CH3:34])[C:29]([O:31]CC)=[O:30])[N:14]=2)[CH:6]=[CH:7][C:8]=1[O:9][CH:10]([CH3:12])[CH3:11])#[N:2].[OH-].[Na+]. (4) Given the product [Cl:10][C:11]1[CH:18]=[CH:17][CH:16]=[CH:15][C:12]=1[CH:13]1[C:22]([C:21]([O:20][CH3:19])=[O:26])=[C:23]([CH3:24])[NH:25][C:3]([CH3:5])=[C:2]1[C:1]([O:7][CH2:8][CH3:9])=[O:6], predict the reactants needed to synthesize it. The reactants are: [C:1]([O:7][CH2:8][CH3:9])(=[O:6])[CH2:2][C:3]([CH3:5])=O.[Cl:10][C:11]1[CH:18]=[CH:17][CH:16]=[CH:15][C:12]=1[CH:13]=O.[CH3:19][O:20][C:21](=[O:26])/[CH:22]=[C:23](\[NH2:25])/[CH3:24].CC(O)=O. (5) The reactants are: [OH-].[K+].BrBr.[OH:5][C:6]1[C:7](C(N)=O)=[N:8][C:9]([CH3:12])=[CH:10][N:11]=1.Cl.[OH-].[NH4+:18]. Given the product [NH2:18][C:7]1[C:6]([OH:5])=[N:11][CH:10]=[C:9]([CH3:12])[N:8]=1, predict the reactants needed to synthesize it. (6) Given the product [CH3:26][C:2]([CH3:1])([CH3:25])[C:3](=[O:24])/[CH:4]=[CH:28]/[C:29]([O:31][CH2:32][CH2:33][CH2:34][CH3:35])=[O:30], predict the reactants needed to synthesize it. The reactants are: [CH3:1][C:2]([CH3:26])([CH3:25])[C:3](=[O:24])[CH:4]=P(C1C=CC=CC=1)(C1C=CC=CC=1)C1C=CC=CC=1.O=[CH:28][C:29]([O:31][CH2:32][CH2:33][CH2:34][CH3:35])=[O:30].